Dataset: Full USPTO retrosynthesis dataset with 1.9M reactions from patents (1976-2016). Task: Predict the reactants needed to synthesize the given product. (1) Given the product [C:1]([O:5][C:6](=[O:22])[NH:7][C:8]([CH3:21])([CH3:20])[CH2:9][C:10]1[C:18]2[C:13](=[C:14]([C:27]([O:26][CH2:25][O:34][CH3:33])=[O:30])[CH:15]=[CH:16][CH:17]=2)[NH:12][CH:11]=1)([CH3:4])([CH3:3])[CH3:2], predict the reactants needed to synthesize it. The reactants are: [C:1]([O:5][C:6](=[O:22])[NH:7][C:8]([CH3:21])([CH3:20])[CH2:9][C:10]1[C:18]2[C:13](=[C:14](O)[CH:15]=[CH:16][CH:17]=2)[NH:12][CH:11]=1)([CH3:4])([CH3:3])[CH3:2].[H-].[Na+].[CH3:25][O:26][C:27](=[O:30])CCl.CN(C)[CH:33]=[O:34]. (2) Given the product [Br:9][C:10]1[CH:11]=[C:12]2[C:13](=[CH:18][CH:19]=1)[C:14](=[O:15])[N:6]([C:5]1[CH:7]=[CH:8][C:2]([F:1])=[CH:3][CH:4]=1)[C:21]([CH2:22][CH2:23][CH2:24][CH2:25][C:26]([O:28][CH3:29])=[O:27])=[CH:20]2, predict the reactants needed to synthesize it. The reactants are: [F:1][C:2]1[CH:8]=[CH:7][C:5]([NH2:6])=[CH:4][CH:3]=1.[Br:9][C:10]1[CH:19]=[CH:18][C:13]([C:14](OC)=[O:15])=[C:12]([CH2:20][C:21](=O)[CH2:22][CH2:23][CH2:24][CH2:25][C:26]([O:28][CH3:29])=[O:27])[CH:11]=1. (3) The reactants are: [CH3:1][C:2]1[N:3](O)[C:4]([CH2:7][CH2:8][C:9]2[CH:14]=[CH:13][CH:12]=[CH:11][CH:10]=2)=[CH:5][N:6]=1.C(=O)(O)[O-].[Na+].[OH-].[Na+]. Given the product [CH3:1][C:2]1[NH:3][C:4]([CH2:7][CH2:8][C:9]2[CH:14]=[CH:13][CH:12]=[CH:11][CH:10]=2)=[CH:5][N:6]=1, predict the reactants needed to synthesize it.